Dataset: Full USPTO retrosynthesis dataset with 1.9M reactions from patents (1976-2016). Task: Predict the reactants needed to synthesize the given product. (1) Given the product [NH:1]([C:2]1[CH:7]=[CH:6][C:5]([S:8]([CH3:11])(=[O:10])=[O:9])=[N:4][CH:3]=1)[NH2:12], predict the reactants needed to synthesize it. The reactants are: [NH2:1][C:2]1[CH:3]=[N:4][C:5]([S:8]([CH3:11])(=[O:10])=[O:9])=[CH:6][CH:7]=1.[N:12]([O-])=O.[Na+].O.O.[Sn](Cl)Cl.[OH-].[Na+]. (2) Given the product [Br:1][C:2]1[CH:3]=[C:4]([C:13]([O:15][CH3:16])=[O:14])[C:5]2[C:6]([CH:11]=[O:12])=[N:7][N:8]([CH:24]([CH3:26])[CH3:25])[C:9]=2[CH:10]=1, predict the reactants needed to synthesize it. The reactants are: [Br:1][C:2]1[CH:3]=[C:4]([C:13]([O:15][CH3:16])=[O:14])[C:5]2[C:6]([CH:11]=[O:12])=[N:7][NH:8][C:9]=2[CH:10]=1.C([O-])([O-])=O.[K+].[K+].I[CH:24]([CH3:26])[CH3:25]. (3) Given the product [Cl:1][C:2]1[N:3]=[CH:4][C:5]2[N:11]([CH3:22])[C:10](=[O:12])[CH:9]([CH3:13])[CH2:8][N:7]([CH2:14][CH:15]3[CH2:16][CH2:17][CH2:18][CH2:19]3)[C:6]=2[N:20]=1, predict the reactants needed to synthesize it. The reactants are: [Cl:1][C:2]1[N:3]=[CH:4][C:5]2[NH:11][C:10](=[O:12])[CH:9]([CH3:13])[CH2:8][N:7]([CH2:14][CH:15]3[CH2:19][CH2:18][CH2:17][CH2:16]3)[C:6]=2[N:20]=1.I[CH3:22].[H-].[Na+].